From a dataset of Reaction yield outcomes from USPTO patents with 853,638 reactions. Predict the reaction yield, written as a fraction of the theoretical maximum amount of product (1.0 means a 100% yield; for example, 0.34 means a 34% yield). The reactants are [CH2:1]([O:8][C:9]1[CH:14]=[CH:13][C:12]([C@H:15]2[N:18]([C:19]3[CH:24]=[CH:23][C:22]([F:25])=[CH:21][CH:20]=3)[C:17](=[O:26])[C@@H:16]2[CH2:27][CH2:28][C:29]([C:31]2[CH:36]=[CH:35][C:34]([F:37])=[CH:33][CH:32]=2)=[O:30])=[CH:11][CH:10]=1)[C:2]1[CH:7]=[CH:6][CH:5]=[CH:4][CH:3]=1.B1(C)OC(C2C=CC=CC=2)(C2C=CC=CC=2)[C@@H]2N1CCC2.C1(C)C=CC=CC=1. The catalyst is O1CCCC1. The product is [CH2:1]([O:8][C:9]1[CH:10]=[CH:11][C:12]([C@H:15]2[N:18]([C:19]3[CH:24]=[CH:23][C:22]([F:25])=[CH:21][CH:20]=3)[C:17](=[O:26])[C@@H:16]2[CH2:27][CH2:28][C@@H:29]([C:31]2[CH:36]=[CH:35][C:34]([F:37])=[CH:33][CH:32]=2)[OH:30])=[CH:13][CH:14]=1)[C:2]1[CH:3]=[CH:4][CH:5]=[CH:6][CH:7]=1. The yield is 0.650.